This data is from Reaction yield outcomes from USPTO patents with 853,638 reactions. The task is: Predict the reaction yield, written as a fraction of the theoretical maximum amount of product (1.0 means a 100% yield; for example, 0.34 means a 34% yield). The reactants are [Br:1][C:2]1[CH:17]=[C:16]([S:18]([CH2:21][CH3:22])(=[O:20])=[O:19])[CH:15]=[CH:14][C:3]=1[O:4][C:5]1[C:10]([CH3:11])=[CH:9][CH:8]=[CH:7][C:6]=1[CH2:12]Br.[NH:23]1[CH2:26][CH2:25][C:24]1=[O:27].C(=O)([O-])[O-].[K+].[K+]. The catalyst is [Br-].C([N+](CCCC)(CCCC)CCCC)CCC.C(#N)C. The product is [Br:1][C:2]1[CH:17]=[C:16]([S:18]([CH2:21][CH3:22])(=[O:20])=[O:19])[CH:15]=[CH:14][C:3]=1[O:4][C:5]1[C:10]([CH3:11])=[CH:9][CH:8]=[CH:7][C:6]=1[CH2:12][N:23]1[CH2:26][CH2:25][C:24]1=[O:27]. The yield is 0.240.